From a dataset of Reaction yield outcomes from USPTO patents with 853,638 reactions. Predict the reaction yield, written as a fraction of the theoretical maximum amount of product (1.0 means a 100% yield; for example, 0.34 means a 34% yield). (1) The reactants are [CH3:1][O:2][C:3]1[CH:4]=[C:5]2[C:9](=[CH:10][CH:11]=1)[NH:8][CH:7]=[C:6]2[CH2:12]O.[CH3:14][O:15][C:16]([O:20][Si](C)(C)C)=[C:17](C)C.Cl([O-])(=O)(=O)=O.[Mg+2].Cl([O-])(=O)(=O)=O. The catalyst is ClCCl.O. The product is [CH3:14][O:15][C:16](=[O:20])[CH2:17][CH2:12][C:6]1[C:5]2[C:9](=[CH:10][CH:11]=[C:3]([O:2][CH3:1])[CH:4]=2)[NH:8][CH:7]=1. The yield is 0.880. (2) The reactants are Cl.[C:2]([C:5]1[C:9]2[CH2:10][N:11](C(OC(C)(C)C)=O)[CH2:12][CH2:13][C:8]=2[N:7]([C:21]2[CH:26]=[CH:25][CH:24]=[C:23]([C:27]#[C:28][C@:29]3([OH:36])[CH2:33][CH2:32][N:31]([CH3:34])[C:30]3=[O:35])[CH:22]=2)[N:6]=1)(=[O:4])[NH2:3]. The catalyst is C(OCC)C. The product is [OH:36][C@@:29]1([C:28]#[C:27][C:23]2[CH:22]=[C:21]([N:7]3[C:8]4[CH2:13][CH2:12][NH:11][CH2:10][C:9]=4[C:5]([C:2]([NH2:3])=[O:4])=[N:6]3)[CH:26]=[CH:25][CH:24]=2)[CH2:33][CH2:32][N:31]([CH3:34])[C:30]1=[O:35]. The yield is 0.300. (3) The reactants are [OH:1][CH2:2][C:3]#[C:4][C:5]1[CH:6]=[C:7]2[C:12](=[CH:13][C:14]=1[O:15][CH:16]1[CH2:21][CH2:20][N:19]([C:22]([O:24][C:25]([CH3:28])([CH3:27])[CH3:26])=[O:23])[CH2:18][CH2:17]1)[N:11]=[C:10]([NH:29][C:30]1[CH:35]=[CH:34][CH:33]=[C:32]([C:36]3[O:40][CH:39]=[N:38][CH:37]=3)[CH:31]=1)[N:9]=[CH:8]2. The catalyst is C(Cl)Cl.O=[Mn]=O. The product is [O:40]1[C:36]([C:32]2[CH:31]=[C:30]([NH:29][C:10]3[N:9]=[CH:8][C:7]4[C:12](=[CH:13][C:14]([O:15][CH:16]5[CH2:17][CH2:18][N:19]([C:22]([O:24][C:25]([CH3:28])([CH3:27])[CH3:26])=[O:23])[CH2:20][CH2:21]5)=[C:5]([C:4]#[C:3][CH:2]=[O:1])[CH:6]=4)[N:11]=3)[CH:35]=[CH:34][CH:33]=2)=[CH:37][N:38]=[CH:39]1. The yield is 0.900. (4) The reactants are CC([N:5]([C@@H:9]([CH2:13][C:14]1[CH:19]=[CH:18][C:17]([C:20]2[N:21]=[C:22]3[C:27]([CH:28]([OH:30])[CH3:29])=[CH:26][CH:25]=[CH:24][N:23]3[CH:31]=2)=[CH:16][CH:15]=1)[CH2:10][CH2:11][OH:12])[C:6](=[O:8])[O-])(C)C.Cl.O1CCOCC1.C(N(CC)C(C)C)(C)C.[Cl:48][C:49]1[CH:50]=[C:51]([CH:66]=[CH:67][C:68]=1[O:69][CH:70]([CH3:72])[CH3:71])C(OC1C(F)=C(F)C(F)=C(F)C=1F)=O. The catalyst is O. The product is [Cl:48][C:49]1[CH:50]=[C:51]([CH:66]=[CH:67][C:68]=1[O:69][CH:70]([CH3:72])[CH3:71])[C:6]([NH:5][C@@H:9]([CH2:13][C:14]1[CH:19]=[CH:18][C:17]([C:20]2[N:21]=[C:22]3[C:27]([CH:28]([OH:30])[CH3:29])=[CH:26][CH:25]=[CH:24][N:23]3[CH:31]=2)=[CH:16][CH:15]=1)[CH2:10][CH2:11][OH:12])=[O:8]. The yield is 0.530. (5) The reactants are [CH3:1][C:2]1[N:9]2[C:5]([S:6][C:7]([C:10]([OH:12])=O)=[N:8]2)=[CH:4][N:3]=1.C(P1(=O)OP(CCC)(=O)OP(CCC)(=O)O1)CC.CCN(C(C)C)C(C)C.Cl.[Cl:41][C:42]1[CH:47]=[CH:46][C:45]([CH:48]([NH2:52])[CH:49]2[CH2:51][CH2:50]2)=[CH:44][CH:43]=1. The catalyst is C(Cl)Cl. The product is [Cl:41][C:42]1[CH:43]=[CH:44][C:45]([CH:48]([NH:52][C:10]([C:7]2[S:6][C:5]3=[CH:4][N:3]=[C:2]([CH3:1])[N:9]3[N:8]=2)=[O:12])[CH:49]2[CH2:51][CH2:50]2)=[CH:46][CH:47]=1. The yield is 0.730.